From a dataset of Experimentally validated miRNA-target interactions with 360,000+ pairs, plus equal number of negative samples. Binary Classification. Given a miRNA mature sequence and a target amino acid sequence, predict their likelihood of interaction. (1) The protein sequence of the target gene is MHPFQWCNGCFCGLGLVSTNKSCSMPPISFQDLPLNIYMVIFGTGIFVFMLSLIFCCYFISKLRNQAQSERYGYKEVVLKGDAKKLQLYGQTCAVCLEDFKGKDELGVLPCQHAFHRKCLVKWLEVRCVCPMCNKPIASPSEATQNIGILLDELV. Result: 1 (interaction). The miRNA is hsa-miR-502-5p with sequence AUCCUUGCUAUCUGGGUGCUA. (2) The miRNA is mmu-miR-466f-3p with sequence CAUACACACACACAUACACAC. The protein sequence of the target gene is MDEERALYIVRAGEAGAIERVLRDYSDKHRATFKFESADEDKRKKLCEGIFKVLVKEVPTTCQVSCLEVLRILSRDKKILVPVTTKENMQILLRLAKLHESDDSLEKVSEFPVIVESLKCLCNIVFNSQMAQQLSLELNLAAKLCNLLRKCKDRKFINDIKCFDLRLLFVLSLLHTDIRSQLRYELQGLPLLTQILESAFSIKWTDEYESAIDHNGPPLSPQETDCAIEALKALFNVTVDSWKVHKESDSHQFRVMAAVLRHCLLIVGPTEDKTEELHSNAVNLLSNVPVSCLDVLICPL.... Result: 1 (interaction). (3) The miRNA is cel-miR-124-3p with sequence UAAGGCACGCGGUGAAUGCCA. The protein sequence of the target gene is MPTGKQLADIGYKTFSTSMMLLTVYGGYLCSVRVYHYFQWRRAQRQAAEEQKTSGIM. Result: 0 (no interaction). (4) The miRNA is hsa-miR-1306-5p with sequence CCACCUCCCCUGCAAACGUCCA. The protein sequence of the target gene is MLGRSLREVSAALKQGQITPTELCQKCLSLIKKTKFLNAYITVSEEVALKQAEESEKRYKNGQSLGDLDGIPIAVKDNFSTSGIETTCASNMLKGYIPPYNATVVQKLLDQGALLMGKTNLDEFAMGSGSTDGVFGPVKNPWSYSKQYREKRKQNPHSENEDSDWLITGGSSGGSAAAVSAFTCYAALGSDTGGSTRNPAAHCGLVGFKPSYGLVSRHGLIPLVNSMDVPGILTRCVDDAAIVLGALAGPDPRDSTTVHEPINKPFMLPSLADVSKLCIGIPKEYLVPELSSEVQSLWSK.... Result: 1 (interaction). (5) The miRNA is hsa-miR-6817-3p with sequence UCUCUCUGACUCCAUGGCA. The protein sequence of the target gene is MLSSNTRGDCSDTAEEMTVDSRDSKDLSAQDIGEQKQQQMEDQLEDQLNDSRDPQNNNNNIDDDADEDAEFEEPEKANPQQDQDLGETEMEQEHDLQQEDLQQELPANSPSTPPRSPSSPQLIPKLEQPATPPSEPEASPCPSPSPCPTPKYPKVRLNALLASDPALKPDAKELTLPDSRLLAPPPLVKPDTQAQPEVAEPLLKPARFMCLPCGIAFSSPSTLEAHQAYYCSHRIKDTDEAGSDKSGAGGSGATAGDAAGLTGGSTEPPAKMARTGKQYGCTQCSYSADKKVSLNRHMRM.... Result: 0 (no interaction).